This data is from hERG Central: cardiac toxicity at 1µM, 10µM, and general inhibition. The task is: Predict hERG channel inhibition at various concentrations. (1) The compound is Cc1ccc2nc(N(CCCN(C)C)C(=O)CCc3ccccc3)sc2c1.Cl. Results: hERG_inhib (hERG inhibition (general)): blocker. (2) The molecule is CCC(C)N(CCNC(=O)CC1Oc2ccc(C)cc2NC1=O)C1CCCCC1. Results: hERG_inhib (hERG inhibition (general)): blocker. (3) The molecule is Cc1noc(C)c1CCC(=O)N1CCCC(N2CCN(c3ccc(F)cc3)CC2)C1. Results: hERG_inhib (hERG inhibition (general)): blocker. (4) The compound is Cc1ccc(C(=O)N/C(=C\c2cccc([N+](=O)[O-])c2)C(=O)NCc2ccncc2)cc1. Results: hERG_inhib (hERG inhibition (general)): blocker. (5) The molecule is CC(Oc1ccc(C#N)cc1)C(=O)c1ccc(F)c(F)c1. Results: hERG_inhib (hERG inhibition (general)): blocker. (6) The molecule is CCOC(=O)C1CCCN(CCC(=O)Nc2cc(C)ccc2C)C1.Cl. Results: hERG_inhib (hERG inhibition (general)): blocker. (7) The drug is CCOC(=O)CSc1nc(-c2ccncc2)ccc1C#N. Results: hERG_inhib (hERG inhibition (general)): blocker. (8) The compound is CN(C(=O)CSc1nc2ccc(Br)cc2c(=O)n1Cc1ccco1)C1CCS(=O)(=O)C1. Results: hERG_inhib (hERG inhibition (general)): blocker. (9) The compound is CCN(CC)CCNC(=O)CSc1c2c(nc3cc(Cl)ccc13)CCCC2. Results: hERG_inhib (hERG inhibition (general)): blocker. (10) The drug is COc1ccc(C(=O)C2CCCN(Cc3cn(C)nc3-c3ccccc3)C2)cc1F. Results: hERG_inhib (hERG inhibition (general)): blocker.